Predict the product of the given reaction. From a dataset of Forward reaction prediction with 1.9M reactions from USPTO patents (1976-2016). (1) Given the reactants Cl[C:2]1[C:7]([CH:8]=[O:9])=[CH:6][N:5]=[C:4]([S:10][CH3:11])[N:3]=1.[NH2:12][CH2:13][CH:14]1[CH2:19][CH2:18][N:17]([C:20]([O:22][C:23]([CH3:26])([CH3:25])[CH3:24])=[O:21])[CH2:16][C:15]1([F:28])[F:27], predict the reaction product. The product is: [F:28][C:15]1([F:27])[CH:14]([CH2:13][NH:12][C:2]2[C:7]([CH:8]=[O:9])=[CH:6][N:5]=[C:4]([S:10][CH3:11])[N:3]=2)[CH2:19][CH2:18][N:17]([C:20]([O:22][C:23]([CH3:25])([CH3:24])[CH3:26])=[O:21])[CH2:16]1. (2) Given the reactants [CH3:1][O:2][C:3]1[CH:8]=[CH:7][C:6]([C:9](=O)[CH2:10][C:11](=O)[C:12]([F:15])([F:14])[F:13])=[CH:5][CH:4]=1.[NH2:18][C:19]1[C:23]([C:24]2[CH:29]=[CH:28][N:27]=[CH:26][CH:25]=2)=[CH:22][NH:21][N:20]=1, predict the reaction product. The product is: [CH3:1][O:2][C:3]1[CH:8]=[CH:7][C:6]([C:9]2[CH:10]=[C:11]([C:12]([F:15])([F:14])[F:13])[N:20]3[N:21]=[CH:22][C:23]([C:24]4[CH:29]=[CH:28][N:27]=[CH:26][CH:25]=4)=[C:19]3[N:18]=2)=[CH:5][CH:4]=1. (3) The product is: [CH:15]1([CH2:18][O:10][C:7]2[CH:8]=[CH:9][C:4]([N+:1]([O-:3])=[O:2])=[C:5]([C:11]([F:12])([F:13])[F:14])[CH:6]=2)[CH2:17][CH2:16]1. Given the reactants [N+:1]([C:4]1[CH:9]=[CH:8][C:7]([OH:10])=[CH:6][C:5]=1[C:11]([F:14])([F:13])[F:12])([O-:3])=[O:2].[CH:15]1([CH2:18]O)[CH2:17][CH2:16]1.C1(P(C2C=CC=CC=2)C2C=CC=CC=2)C=CC=CC=1.N(C(OCC)=O)=NC(OCC)=O, predict the reaction product. (4) Given the reactants [NH:1]1[C:9]2[C:4](=[CH:5][CH:6]=[CH:7][CH:8]=2)[C:3]([C:10]2[C:15]([CH3:16])=[CH:14][N:13]=[C:12]([NH:17][C:18]3[CH:23]=[C:22]([N+:24]([O-])=O)[C:21]([N:27]4[CH2:32][CH2:31][N:30]([CH3:33])[CH2:29][CH2:28]4)=[CH:20][C:19]=3[O:34][CH3:35])[N:11]=2)=[CH:2]1.[NH4+].[Cl-].O.C(Cl)Cl, predict the reaction product. The product is: [NH:1]1[C:9]2[C:4](=[CH:5][CH:6]=[CH:7][CH:8]=2)[C:3]([C:10]2[C:15]([CH3:16])=[CH:14][N:13]=[C:12]([NH:17][C:18]3[CH:23]=[C:22]([NH2:24])[C:21]([N:27]4[CH2:28][CH2:29][N:30]([CH3:33])[CH2:31][CH2:32]4)=[CH:20][C:19]=3[O:34][CH3:35])[N:11]=2)=[CH:2]1. (5) Given the reactants [I:1][C:2]1[CH:6]=[C:5]([CH:7]2[CH2:12][CH2:11][N:10](C(OC(C)(C)C)=O)[CH2:9][CH2:8]2)[N:4]([CH:20]([CH3:22])[CH3:21])[N:3]=1.FC(F)(F)C(O)=O, predict the reaction product. The product is: [I:1][C:2]1[CH:6]=[C:5]([CH:7]2[CH2:12][CH2:11][NH:10][CH2:9][CH2:8]2)[N:4]([CH:20]([CH3:22])[CH3:21])[N:3]=1.